Dataset: Catalyst prediction with 721,799 reactions and 888 catalyst types from USPTO. Task: Predict which catalyst facilitates the given reaction. (1) Reactant: [CH2:1]([O:3][C:4](=[CH:10][C:11]1[CH:12]=[N:13][C:14]([O:17][CH2:18][CH2:19][C:20]2[N:21]=[C:22]([C:26]3[CH:31]=[CH:30][CH:29]=[CH:28][CH:27]=3)[O:23][C:24]=2[CH3:25])=[CH:15][CH:16]=1)[C:5]([O:7][CH2:8][CH3:9])=[O:6])[CH3:2]. Product: [CH2:1]([O:3][CH:4]([CH2:10][C:11]1[CH:12]=[N:13][C:14]([O:17][CH2:18][CH2:19][C:20]2[N:21]=[C:22]([C:26]3[CH:31]=[CH:30][CH:29]=[CH:28][CH:27]=3)[O:23][C:24]=2[CH3:25])=[CH:15][CH:16]=1)[C:5]([O:7][CH2:8][CH3:9])=[O:6])[CH3:2]. The catalyst class is: 29. (2) Reactant: Br[C:2]1[CH:3]=[C:4]2[C:8](=[CH:9][CH:10]=1)[N:7]([CH3:11])[N:6]=[C:5]2[C:12]1[CH:13]=[N:14][CH:15]=[N:16][CH:17]=1.C(Cl)Cl.[B:21]1([B:21]2[O:25][C:24]([CH3:27])([CH3:26])[C:23]([CH3:29])([CH3:28])[O:22]2)[O:25][C:24]([CH3:27])([CH3:26])[C:23]([CH3:29])([CH3:28])[O:22]1.CC([O-])=O.[K+]. Product: [CH3:11][N:7]1[C:8]2[C:4](=[CH:3][C:2]([B:21]3[O:25][C:24]([CH3:27])([CH3:26])[C:23]([CH3:29])([CH3:28])[O:22]3)=[CH:10][CH:9]=2)[C:5]([C:12]2[CH:13]=[N:14][CH:15]=[N:16][CH:17]=2)=[N:6]1. The catalyst class is: 294. (3) Reactant: [H-].[Al+3].[Li+].[H-].[H-].[H-].[Si:7]([O:14][C@H:15]1[CH2:20][CH2:19][C@H:18]([C:21](OCC)=[O:22])[CH2:17][CH2:16]1)([C:10]([CH3:13])([CH3:12])[CH3:11])([CH3:9])[CH3:8]. Product: [Si:7]([O:14][C@H:15]1[CH2:16][CH2:17][C@H:18]([CH2:21][OH:22])[CH2:19][CH2:20]1)([C:10]([CH3:13])([CH3:12])[CH3:11])([CH3:9])[CH3:8]. The catalyst class is: 282.